The task is: Predict the product of the given reaction.. This data is from Forward reaction prediction with 1.9M reactions from USPTO patents (1976-2016). (1) Given the reactants [F:1][C:2]1[CH:7]=[CH:6][C:5]([CH:8]2[CH2:12][CH2:11][N:10]([CH2:13][C:14]([OH:16])=O)[C:9]2=[O:17])=[CH:4][CH:3]=1.FC1C=CC(C2(C3C=CC(F)=CC=3)CCCN(CC(O)=O)C2=O)=CC=1.[F:43][C:44]([F:56])([F:55])[C:45]1[CH:54]=[C:53]2[C:48]([CH2:49][CH2:50][NH:51][CH2:52]2)=[CH:47][CH:46]=1.C1(C2(C3C=CC=CC=3)CCNC2)C=CC=CC=1, predict the reaction product. The product is: [F:1][C:2]1[CH:3]=[CH:4][C:5]([CH:8]2[CH2:12][CH2:11][N:10]([CH2:13][C:14](=[O:16])[N:51]3[CH2:50][CH2:49][C:48]4[C:53](=[CH:54][C:45]([C:44]([F:43])([F:56])[F:55])=[CH:46][CH:47]=4)[CH2:52]3)[C:9]2=[O:17])=[CH:6][CH:7]=1. (2) Given the reactants [CH2:1]([O:3][C:4]([C:6]1[CH2:7][C:8]2[C:13]([C:14]=1[C:15]1[CH:20]=[CH:19][CH:18]=[CH:17][CH:16]=1)=[CH:12][CH:11]=[C:10]([O:21][CH3:22])[CH:9]=2)=[O:5])[CH3:2].[Br:23]N1C(=O)CCC1=O.N(C(C)(C)C#N)=NC(C)(C)C#N, predict the reaction product. The product is: [CH2:1]([O:3][C:4]([C:6]1[CH:7]([Br:23])[C:8]2[C:13]([C:14]=1[C:15]1[CH:20]=[CH:19][CH:18]=[CH:17][CH:16]=1)=[CH:12][CH:11]=[C:10]([O:21][CH3:22])[CH:9]=2)=[O:5])[CH3:2]. (3) Given the reactants [F:1][C:2]1[CH:7]=[CH:6][CH:5]=[C:4]([F:8])[N:3]=1.C([Li])CCC.C([Cu])#N.C(OC([N:24]1[C:28]2=[N:29][CH:30]=[C:31]([Cl:33])[CH:32]=[C:27]2[C:26]([CH2:34]Cl)=[CH:25]1)=O)(C)(C)C.N, predict the reaction product. The product is: [Cl:33][C:31]1[CH:32]=[C:27]2[C:26]([CH2:34][C:7]3[C:2]([F:1])=[N:3][C:4]([F:8])=[CH:5][CH:6]=3)=[CH:25][NH:24][C:28]2=[N:29][CH:30]=1. (4) Given the reactants [Br:1][C:2]1[CH:3]=[C:4]2[C:9](=[CH:10][CH:11]=1)[N:8](CC1C=CC(OC)=CC=1)[C:7](=[O:21])[N:6]([CH3:22])[C:5]2([CH2:27][NH:28][C:29](=[O:37])[C:30]1[CH:35]=[CH:34][C:33]([F:36])=[CH:32][CH:31]=1)[C:23]([F:26])([F:25])[F:24].[N+]([O-])([O-])=O.[NH4+].[Ce].C(Cl)(Cl)Cl, predict the reaction product. The product is: [Br:1][C:2]1[CH:3]=[C:4]2[C:9](=[CH:10][CH:11]=1)[NH:8][C:7](=[O:21])[N:6]([CH3:22])[C:5]2([CH2:27][NH:28][C:29](=[O:37])[C:30]1[CH:31]=[CH:32][C:33]([F:36])=[CH:34][CH:35]=1)[C:23]([F:25])([F:26])[F:24]. (5) Given the reactants [CH:1]([N:14]1[CH2:17][CH:16]([OH:18])[CH2:15]1)([C:8]1[CH:13]=[CH:12][CH:11]=[CH:10][CH:9]=1)[C:2]1[CH:7]=[CH:6][CH:5]=[CH:4][CH:3]=1.[F:19][C:20]([F:37])([F:36])[C:21]1[CH:35]=[CH:34][CH:33]=[CH:32][C:22]=1[CH:23](O)[C:24]1[CH:29]=[CH:28][C:27]([Cl:30])=[CH:26][CH:25]=1.C(N1CC(OC(C2C=CC(Cl)=CC=2)C2C=CC(Cl)=CC=2Cl)C1)(C1C=CC=CC=1)C1C=CC=CC=1, predict the reaction product. The product is: [CH:1]([N:14]1[CH2:17][CH:16]([O:18][CH:23]([C:24]2[CH:25]=[CH:26][C:27]([Cl:30])=[CH:28][CH:29]=2)[C:22]2[CH:32]=[CH:33][CH:34]=[CH:35][C:21]=2[C:20]([F:37])([F:36])[F:19])[CH2:15]1)([C:8]1[CH:13]=[CH:12][CH:11]=[CH:10][CH:9]=1)[C:2]1[CH:3]=[CH:4][CH:5]=[CH:6][CH:7]=1.